From a dataset of NCI-60 drug combinations with 297,098 pairs across 59 cell lines. Regression. Given two drug SMILES strings and cell line genomic features, predict the synergy score measuring deviation from expected non-interaction effect. (1) Cell line: HCT-15. Drug 1: CC1=C(C=C(C=C1)C(=O)NC2=CC(=CC(=C2)C(F)(F)F)N3C=C(N=C3)C)NC4=NC=CC(=N4)C5=CN=CC=C5. Drug 2: CCN(CC)CCCC(C)NC1=C2C=C(C=CC2=NC3=C1C=CC(=C3)Cl)OC. Synergy scores: CSS=5.46, Synergy_ZIP=-0.609, Synergy_Bliss=-4.35, Synergy_Loewe=-19.3, Synergy_HSA=-7.58. (2) Drug 1: CCC1(CC2CC(C3=C(CCN(C2)C1)C4=CC=CC=C4N3)(C5=C(C=C6C(=C5)C78CCN9C7C(C=CC9)(C(C(C8N6C=O)(C(=O)OC)O)OC(=O)C)CC)OC)C(=O)OC)O.OS(=O)(=O)O. Drug 2: C1=NNC2=C1C(=O)NC=N2. Cell line: LOX IMVI. Synergy scores: CSS=1.47, Synergy_ZIP=-0.309, Synergy_Bliss=-1.95, Synergy_Loewe=0.169, Synergy_HSA=-1.75.